This data is from Forward reaction prediction with 1.9M reactions from USPTO patents (1976-2016). The task is: Predict the product of the given reaction. The product is: [C:21]([O:20][C:18]([N:15]1[CH2:16][CH2:17][CH:12]([O:11][C:6]2[CH:5]=[CH:4][N:3]=[C:2]([Cl:1])[CH:7]=2)[CH2:13][CH2:14]1)=[O:19])([CH3:24])([CH3:22])[CH3:23]. Given the reactants [Cl:1][C:2]1[CH:7]=[C:6]([N+]([O-])=O)[CH:5]=[CH:4][N:3]=1.[OH:11][CH:12]1[CH2:17][CH2:16][N:15]([C:18]([O:20][C:21]([CH3:24])([CH3:23])[CH3:22])=[O:19])[CH2:14][CH2:13]1.[H-].[Na+].O, predict the reaction product.